This data is from Retrosynthesis with 50K atom-mapped reactions and 10 reaction types from USPTO. The task is: Predict the reactants needed to synthesize the given product. Given the product CC(C)(C)OC(=O)N1CCC(CO)(c2ccc(Cl)cc2)CC1, predict the reactants needed to synthesize it. The reactants are: CC(C)(C)OC(=O)N1CCC(C=O)(c2ccc(Cl)cc2)CC1.